This data is from Catalyst prediction with 721,799 reactions and 888 catalyst types from USPTO. The task is: Predict which catalyst facilitates the given reaction. (1) Reactant: [Cl:1][C:2]1[C:7]([O:8][CH3:9])=[CH:6][C:5]([O:10][CH3:11])=[C:4]([F:12])[C:3]=1[NH:13]C(=O)C.[OH-].[K+]. Product: [Cl:1][C:2]1[C:7]([O:8][CH3:9])=[CH:6][C:5]([O:10][CH3:11])=[C:4]([F:12])[C:3]=1[NH2:13]. The catalyst class is: 40. (2) Reactant: [OH:1][C:2]1[CH:3]=[CH:4][C:5]2[CH2:6][C@H:7]3[N:18]([C:19]([O:21][CH2:22][C:23]4[CH:28]=[CH:27][CH:26]=[CH:25][CH:24]=4)=[O:20])[CH2:17][CH2:16][C@@:13]4([C:14]=2[CH:15]=1)[C@H:8]3[CH2:9][CH2:10][CH2:11][CH2:12]4.C1C(=O)N([I:36])C(=O)C1.CCOC(C)=O. Product: [OH:1][C:2]1[C:3]([I:36])=[CH:4][C:5]2[CH2:6][C@H:7]3[N:18]([C:19]([O:21][CH2:22][C:23]4[CH:28]=[CH:27][CH:26]=[CH:25][CH:24]=4)=[O:20])[CH2:17][CH2:16][C@@:13]4([C:14]=2[CH:15]=1)[C@H:8]3[CH2:9][CH2:10][CH2:11][CH2:12]4. The catalyst class is: 3. (3) Reactant: [CH2:1]([N:8]1[CH2:13][CH2:12][O:11][CH2:10][CH:9]1NC)[C:2]1[CH:7]=[CH:6][CH:5]=[CH:4][CH:3]=1.[CH2:16]([N:18](CC)CC)C.[F:23][C:24]([F:35])([F:34])[C:25](O[C:25](=[O:26])[C:24]([F:35])([F:34])[F:23])=[O:26]. Product: [CH2:1]([N:8]1[CH2:13][CH2:12][O:11][CH2:10][CH:9]1[CH2:16][NH:18][C:25](=[O:26])[C:24]([F:35])([F:34])[F:23])[C:2]1[CH:3]=[CH:4][CH:5]=[CH:6][CH:7]=1. The catalyst class is: 4. (4) Product: [CH:6]([OH:24])=[O:5].[N:18]1[CH:19]=[CH:20][CH:21]=[CH:22][C:17]=1[C:14]1([NH:13][C:12]([C:8]2([NH2:7])[CH2:11][O:10][CH2:9]2)=[O:23])[CH2:16][CH2:15]1. The catalyst class is: 2. Reactant: C([O:5][C:6](=[O:24])[NH:7][C:8]1([C:12](=[O:23])[NH:13][C:14]2([C:17]3[CH:22]=[CH:21][CH:20]=[CH:19][N:18]=3)[CH2:16][CH2:15]2)[CH2:11][O:10][CH2:9]1)(C)(C)C.C(O)(C(F)(F)F)=O. (5) Reactant: [N+:1]([CH:4]([CH2:13][CH3:14])[CH:5]([C:7]1[CH:8]=[N:9][CH:10]=[CH:11][CH:12]=1)[OH:6])([O-])=O. Product: [NH2:1][CH:4]([CH2:13][CH3:14])[CH:5]([C:7]1[CH:8]=[N:9][CH:10]=[CH:11][CH:12]=1)[OH:6]. The catalyst class is: 171.